This data is from HIV replication inhibition screening data with 41,000+ compounds from the AIDS Antiviral Screen. The task is: Binary Classification. Given a drug SMILES string, predict its activity (active/inactive) in a high-throughput screening assay against a specified biological target. (1) The drug is COc1c(OC(C)=O)c(OC(C)=O)cc2c1-c1ccc(OC)c(=O)cc1C(NC(C)=O)CC2. The result is 0 (inactive). (2) The drug is O=C(NNC(=O)c1csc(NC(=S)NC2CCCCC2)n1)c1ccccc1. The result is 0 (inactive). (3) The compound is O=C(C1CC2CCN1CC2)N1CCN(C(=O)C2CC3CCN2CC3)CC1. The result is 0 (inactive).